Dataset: Forward reaction prediction with 1.9M reactions from USPTO patents (1976-2016). Task: Predict the product of the given reaction. The product is: [CH:33]1[C:34]2[N:35]([C:2]3[CH:7]=[CH:6][C:5]4[N:8]5[C:21]6[CH:20]=[CH:19][CH:18]=[CH:17][C:16]=6[C:15]([CH3:23])([CH3:22])[C:14]6[C:9]5=[C:10]([CH:11]=[CH:12][CH:13]=6)[C:4]=4[CH:3]=3)[C:36]3[C:28](=[CH:27][CH:26]=[CH:25][CH:24]=3)[C:29]=2[CH:30]=[CH:31][CH:32]=1. Given the reactants Br[C:2]1[CH:7]=[CH:6][C:5]2[N:8]3[C:21]4[CH:20]=[CH:19][CH:18]=[CH:17][C:16]=4[C:15]([CH3:23])([CH3:22])[C:14]4[C:9]3=[C:10]([CH:11]=[CH:12][CH:13]=4)[C:4]=2[CH:3]=1.[CH:24]1[C:36]2[NH:35][C:34]3[C:29](=[CH:30][CH:31]=[CH:32][CH:33]=3)[C:28]=2[CH:27]=[CH:26][CH:25]=1, predict the reaction product.